This data is from Orexin1 receptor HTS with 218,158 compounds and 233 confirmed actives. The task is: Binary Classification. Given a drug SMILES string, predict its activity (active/inactive) in a high-throughput screening assay against a specified biological target. The drug is S(c1nc(N2CCOCC2)nc(NC(C)C)n1)CC(OC)=O. The result is 0 (inactive).